From a dataset of Full USPTO retrosynthesis dataset with 1.9M reactions from patents (1976-2016). Predict the reactants needed to synthesize the given product. (1) Given the product [Cl:32][C:33]1[CH:41]=[CH:40][C:36]([C:37]([NH:2][CH2:3][C:4]2[CH:12]=[CH:11][CH:10]=[C:9]3[C:5]=2[C:6](=[O:22])[N:7]([CH:14]2[CH2:19][CH2:18][C:17](=[O:20])[NH:16][C:15]2=[O:21])[C:8]3=[O:13])=[O:38])=[CH:35][CH:34]=1, predict the reactants needed to synthesize it. The reactants are: Cl.[NH2:2][CH2:3][C:4]1[CH:12]=[CH:11][CH:10]=[C:9]2[C:5]=1[C:6](=[O:22])[N:7]([CH:14]1[CH2:19][CH2:18][C:17](=[O:20])[NH:16][C:15]1=[O:21])[C:8]2=[O:13].C(N(C(C)C)CC)(C)C.[Cl:32][C:33]1[CH:41]=[CH:40][C:36]([C:37](Cl)=[O:38])=[CH:35][CH:34]=1. (2) Given the product [Br:1][C:2]1[CH:3]=[CH:4][C:5]([O:21][CH3:22])=[C:6]([C:8]2[O:20][C:13]3[C:12]([C:10](=[O:11])[C:9]=2[OH:23])=[C:17]([O:18][CH3:19])[CH:16]=[CH:15][CH:14]=3)[CH:7]=1, predict the reactants needed to synthesize it. The reactants are: [Br:1][C:2]1[CH:3]=[CH:4][C:5]([O:21][CH3:22])=[C:6](/[CH:8]=[CH:9]/[C:10]([C:12]2[C:17]([O:18][CH3:19])=[CH:16][CH:15]=[CH:14][C:13]=2[OH:20])=[O:11])[CH:7]=1.[OH:23]O. (3) Given the product [C:1]([O:5][C:6](=[O:25])[NH:7][C:8]1[CH:13]=[CH:12][C:11]([C:14]2[CH:19]=[CH:18][C:17]([O:20][CH3:21])=[CH:16][CH:15]=2)=[CH:10][C:9]=1[NH2:22])([CH3:4])([CH3:2])[CH3:3], predict the reactants needed to synthesize it. The reactants are: [C:1]([O:5][C:6](=[O:25])[NH:7][C:8]1[CH:13]=[CH:12][C:11]([C:14]2[CH:19]=[CH:18][C:17]([O:20][CH3:21])=[CH:16][CH:15]=2)=[CH:10][C:9]=1[N+:22]([O-])=O)([CH3:4])([CH3:3])[CH3:2]. (4) Given the product [CH2:1]([C:5]1[N:6]=[C:7]([C:20]2[CH:21]=[CH:22][C:23]([C:26]([F:27])([F:28])[F:29])=[CH:24][CH:25]=2)[S:8][C:9]=1[CH2:10][S:11]([C:12]1[CH:19]=[CH:18][C:15]([C:16]#[N:17])=[CH:14][CH:13]=1)=[O:38])[CH2:2][CH2:3][CH3:4], predict the reactants needed to synthesize it. The reactants are: [CH2:1]([C:5]1[N:6]=[C:7]([C:20]2[CH:25]=[CH:24][C:23]([C:26]([F:29])([F:28])[F:27])=[CH:22][CH:21]=2)[S:8][C:9]=1[CH2:10][S:11][C:12]1[CH:19]=[CH:18][C:15]([C:16]#[N:17])=[CH:14][CH:13]=1)[CH2:2][CH2:3][CH3:4].ClC1C=CC=C(C(OO)=[O:38])C=1.[Na]. (5) Given the product [C:1]([O:5][C:6]([N:8]1[C@@H:16]2[C@@H:11]([CH2:12][CH2:13][CH2:14][CH2:15]2)[CH2:10][C@H:9]1[C:17]([NH:24][S:21]([CH3:20])(=[O:23])=[O:22])=[O:19])=[O:7])([CH3:4])([CH3:3])[CH3:2], predict the reactants needed to synthesize it. The reactants are: [C:1]([O:5][C:6]([N:8]1[C@@H:16]2[C@@H:11]([CH2:12][CH2:13][CH2:14][CH2:15]2)[CH2:10][C@H:9]1[C:17]([OH:19])=O)=[O:7])([CH3:4])([CH3:3])[CH3:2].[CH3:20][S:21]([NH2:24])(=[O:23])=[O:22].C(Cl)CCl.